Dataset: Experimentally validated miRNA-target interactions with 360,000+ pairs, plus equal number of negative samples. Task: Binary Classification. Given a miRNA mature sequence and a target amino acid sequence, predict their likelihood of interaction. (1) The protein sequence of the target gene is MSSLYYANTLFSKYPASSSVFATGAFPEQTSCAFASNPQRPGYGAGSGASFAASMQGLYPGGGGMAGQSAAGVYAAGYGLEPSSFNMHCAPFEQNLSGVCPGDSAKAAGAKEQRDSDLAAESNFRIYPWMRSSGTDRKRGRQTYTRYQTLELEKEFHYNRYLTRRRRIEIAHTLCLTERQIKIWFQNRRMKWKKENKTAGPGTTGQDRAEAEEEEEE. The miRNA is hsa-miR-4293 with sequence CAGCCUGACAGGAACAG. Result: 0 (no interaction). (2) The protein sequence of the target gene is MFGSSRGGVRGGQDQFNWEDVKTDKQRENYLGNSLMAPVGRWQKGRDLTWYAKGRAPCAGPSREEELAAVREAEREALLAALGYKNVKKQPTGLSKEDFAEVCKREGGDPEEKGVDRLLGLGSASGSVGRVAMSREDKEAAKLGLSVFTHHRVESGGPGTSAASARRKPRAEDQTESSCESHRKSKKEKKKKKKRKHKKEKKKKDKEHRRPAEATSSPTSPERPRHHHHDSDSNSPCCKRRKRGHSGDRRSPSRRWHDRGSEA. Result: 1 (interaction). The miRNA is hsa-miR-196a-3p with sequence CGGCAACAAGAAACUGCCUGAG.